From a dataset of Catalyst prediction with 721,799 reactions and 888 catalyst types from USPTO. Predict which catalyst facilitates the given reaction. (1) Reactant: C(#[N:3])C.C([N-]C(C)C)(C)C.[Li+].[CH3:12][O:13][C:14]1[S:18][C:17]([CH2:19][CH2:20][C:21](OC)=O)=[CH:16][CH:15]=1.Cl.NN.[NH:28]1C=[CH:31][CH:30]=[N:29]1. Product: [CH3:12][O:13][C:14]1[S:18][C:17]([CH2:19][CH2:20][C:21]2[NH:28][N:29]=[C:30]([NH2:3])[CH:31]=2)=[CH:16][CH:15]=1. The catalyst class is: 219. (2) Reactant: [F:1][C:2]1[CH:7]=[C:6]([F:8])[CH:5]=[CH:4][C:3]=1[CH:9]([OH:11])[CH3:10].[C:12]([CH2:16][Si:17](Cl)([CH3:19])[CH3:18])([CH3:15])([CH3:14])[CH3:13].N1C=CN=C1. Product: [C:12]([CH2:16][Si:17]([O:11][CH:9]([C:3]1[CH:4]=[CH:5][C:6]([F:8])=[CH:7][C:2]=1[F:1])[CH3:10])([CH3:19])[CH3:18])([CH3:15])([CH3:14])[CH3:13]. The catalyst class is: 3. (3) Reactant: [NH2:1][C:2]1[C:3]([C:14]([OH:16])=[O:15])=[N:4][C:5]([O:12][CH3:13])=[C:6]([C:8]([F:11])([F:10])[F:9])[CH:7]=1.OS(O)(=O)=O.O.[C:23]([O-])(O)=O.[Na+]. Product: [NH2:1][C:2]1[C:3]([C:14]([O:16][CH3:23])=[O:15])=[N:4][C:5]([O:12][CH3:13])=[C:6]([C:8]([F:9])([F:10])[F:11])[CH:7]=1. The catalyst class is: 5. (4) Reactant: [N:1]1([C:10](=[NH:17])[N:11]2[CH2:15][CH2:14][C@@H:13]([OH:16])[CH2:12]2)C2C=CC=CC=2[N:3]=[N:2]1.[N-]=[N+]=[N-].[Na+].CC(O)=O. Product: [N:1]1[NH:2][N:3]=[N:17][C:10]=1[N:11]1[CH2:15][CH2:14][C@@H:13]([OH:16])[CH2:12]1. The catalyst class is: 22. (5) Reactant: C(O)C.[F:4][C:5]1[CH:6]=[C:7]([C:11](=[O:13])[CH3:12])[CH:8]=[N:9][CH:10]=1.[BrH:14].C(O)C.BrBr. Product: [BrH:14].[Br:14][CH2:12][C:11]([C:7]1[CH:8]=[N:9][CH:10]=[C:5]([F:4])[CH:6]=1)=[O:13]. The catalyst class is: 15. (6) Reactant: [NH2:1][C:2]1[C:3]([C:9](=[N:11][O:12][C:13](=O)[C:14]2[CH:19]=[CH:18][CH:17]=[CH:16][CH:15]=2)[NH2:10])=[N:4][C:5]([Br:8])=[CH:6][N:7]=1. Product: [Br:8][C:5]1[N:4]=[C:3]([C:9]2[N:10]=[C:13]([C:14]3[CH:19]=[CH:18][CH:17]=[CH:16][CH:15]=3)[O:12][N:11]=2)[C:2]([NH2:1])=[N:7][CH:6]=1. The catalyst class is: 6.